This data is from Full USPTO retrosynthesis dataset with 1.9M reactions from patents (1976-2016). The task is: Predict the reactants needed to synthesize the given product. (1) Given the product [Br:27][CH2:2][C:3]1[CH:4]=[C:5]([CH:15]=[C:16]([O:18][C@@H:19]([CH3:23])[CH2:20][O:21][CH3:22])[CH:17]=1)[C:6]([NH:8][C:9]1[S:10][C:11]([F:14])=[CH:12][N:13]=1)=[O:7], predict the reactants needed to synthesize it. The reactants are: O[CH2:2][C:3]1[CH:4]=[C:5]([CH:15]=[C:16]([O:18][C@@H:19]([CH3:23])[CH2:20][O:21][CH3:22])[CH:17]=1)[C:6]([NH:8][C:9]1[S:10][C:11]([F:14])=[CH:12][N:13]=1)=[O:7].P(OBr)(OBr)(O[Br:27])=O. (2) Given the product [CH3:3][CH:2]([CH2:4][C@@H:5]([CH2:10][NH2:11])[CH2:6][C:7]([OH:9])=[O:8])[CH3:1].[C:12]([OH:22])(=[O:21])[C@@H:13]([C:15]1[CH:20]=[CH:19][CH:18]=[CH:17][CH:16]=1)[OH:14], predict the reactants needed to synthesize it. The reactants are: [CH3:1][CH:2]([CH2:4][C@H:5]([CH2:10][NH2:11])[CH2:6][C:7]([OH:9])=[O:8])[CH3:3].[C:12]([OH:22])(=[O:21])[C@@H:13]([C:15]1[CH:20]=[CH:19][CH:18]=[CH:17][CH:16]=1)[OH:14]. (3) Given the product [Cl:22][C:23]1[N:28]=[C:27]([O:1][C:2]2[CH:21]=[CH:20][CH:19]=[CH:18][C:3]=2[CH2:4][NH:5][C:6]([NH:8][C:9]2[S:10][CH:11]=[C:12]([C:14]([CH3:17])([CH3:16])[CH3:15])[N:13]=2)=[O:7])[CH:26]=[CH:25][N:24]=1, predict the reactants needed to synthesize it. The reactants are: [OH:1][C:2]1[CH:21]=[CH:20][CH:19]=[CH:18][C:3]=1[CH2:4][NH:5][C:6]([NH:8][C:9]1[S:10][CH:11]=[C:12]([C:14]([CH3:17])([CH3:16])[CH3:15])[N:13]=1)=[O:7].[Cl:22][C:23]1[N:28]=[C:27](Cl)[CH:26]=[CH:25][N:24]=1.[OH-].[Na+]. (4) Given the product [ClH:46].[C:1]([N:4]1[C@@H:10]([CH3:11])[C@H:9]([NH:12][C:13](=[O:25])[C@@H:14]([NH:16][CH3:17])[CH3:15])[C:8](=[O:26])[N:7]([CH2:27][C:28]2[C:37]3[C:32](=[CH:33][CH:34]=[CH:35][CH:36]=3)[CH:31]=[CH:30][C:29]=2[O:38][CH3:39])[C:6]2[CH:40]=[CH:41][C:42]([C:44]#[N:45])=[CH:43][C:5]1=2)(=[O:3])[CH3:2], predict the reactants needed to synthesize it. The reactants are: [C:1]([N:4]1[C@@H:10]([CH3:11])[C@H:9]([NH:12][C:13](=[O:25])[C@@H:14]([N:16](C)[C:17](=O)OC(C)(C)C)[CH3:15])[C:8](=[O:26])[N:7]([CH2:27][C:28]2[C:37]3[C:32](=[CH:33][CH:34]=[CH:35][CH:36]=3)[CH:31]=[CH:30][C:29]=2[O:38][CH3:39])[C:6]2[CH:40]=[CH:41][C:42]([C:44]#[N:45])=[CH:43][C:5]1=2)(=[O:3])[CH3:2].[ClH:46]. (5) The reactants are: CC1(C)CCCC(C)(C)N1.C([Li])CCC.[Li]N1C(C)(C)CCCC1(C)C.C([O:30][B:31](OC(C)C)[O:32]C(C)C)(C)C.[C:40](#[N:47])[C:41]1[CH:46]=[CH:45][CH:44]=[CH:43][CH:42]=1.Cl. Given the product [C:40]([C:41]1[CH:46]=[CH:45][CH:44]=[CH:43][C:42]=1[B:31]([OH:32])[OH:30])#[N:47], predict the reactants needed to synthesize it. (6) Given the product [O:9]1[C:10]2[C:2]([C:23]([C@@H:25]3[CH2:30][CH2:29][CH2:28][N:27]([C:31]([O:33][C:34]([CH3:37])([CH3:36])[CH3:35])=[O:32])[CH2:26]3)=[O:24])=[CH:3][CH:4]=[CH:5][C:6]=2[CH:7]=[CH:8]1, predict the reactants needed to synthesize it. The reactants are: Br[C:2]1[C:10]2[O:9][C:8]([Si](C)(C)C)=[CH:7][C:6]=2[CH:5]=[CH:4][CH:3]=1.[Li]CCCC.CON(C)[C:23]([C@@H:25]1[CH2:30][CH2:29][CH2:28][N:27]([C:31]([O:33][C:34]([CH3:37])([CH3:36])[CH3:35])=[O:32])[CH2:26]1)=[O:24].C([O-])(O)=O.[Na+].